From a dataset of Forward reaction prediction with 1.9M reactions from USPTO patents (1976-2016). Predict the product of the given reaction. (1) Given the reactants [CH3:1][C:2]1[O:6][N:5]=[C:4]([C:7]2[CH:12]=[CH:11][CH:10]=[C:9]([C:13]([F:16])([F:15])[F:14])[CH:8]=2)[C:3]=1[C:17]([OH:19])=O.Cl.C(N=C=NCCCN(C)C)C.[F:32][C:33]1[CH:38]=[CH:37][CH:36]=[CH:35][C:34]=1[N:39]1[CH2:44][CH2:43][NH:42][CH2:41][CH2:40]1, predict the reaction product. The product is: [F:32][C:33]1[CH:38]=[CH:37][CH:36]=[CH:35][C:34]=1[N:39]1[CH2:44][CH2:43][N:42]([C:17]([C:3]2[C:4]([C:7]3[CH:12]=[CH:11][CH:10]=[C:9]([C:13]([F:14])([F:15])[F:16])[CH:8]=3)=[N:5][O:6][C:2]=2[CH3:1])=[O:19])[CH2:41][CH2:40]1. (2) Given the reactants [N+:1]([C:4]1[CH:5]=[C:6]2[C:11](=[CH:12][CH:13]=1)[C:9](=[O:10])[O:8][CH:7]2[B:14]([OH:16])[OH:15])([O-])=O.C([O-])=O.[NH4+], predict the reaction product. The product is: [NH2:1][C:4]1[CH:5]=[C:6]2[C:11](=[CH:12][CH:13]=1)[C:9](=[O:10])[O:8][CH:7]2[B:14]([OH:16])[OH:15].